Dataset: Full USPTO retrosynthesis dataset with 1.9M reactions from patents (1976-2016). Task: Predict the reactants needed to synthesize the given product. (1) Given the product [OH:59][C@@H:42]1[CH2:41][N:40]([C:44](=[O:54])[C@@H:45]([NH:49][C:50]([O:52][CH3:53])=[O:51])[CH:46]([CH3:47])[CH3:48])[C@H:39]([C:36]2[NH:37][CH:38]=[C:34]([C:31]3[CH:30]=[CH:29][C:28]([C:23]4[CH:24]=[C:25]5[C:20](=[CH:21][CH:22]=4)[CH:19]=[C:18]([C:15]4[NH:14][C:13]([C@@H:9]6[CH2:10][CH2:11][CH2:12][N:8]6[C:6]([O:5][C:1]([CH3:2])([CH3:3])[CH3:4])=[O:7])=[N:17][CH:16]=4)[CH:27]=[CH:26]5)=[CH:33][CH:32]=3)[N:35]=2)[CH2:43]1, predict the reactants needed to synthesize it. The reactants are: [C:1]([O:5][C:6]([N:8]1[CH2:12][CH2:11][CH2:10][CH:9]1[C:13]1[NH:14][C:15]([C:18]2[CH:27]=[CH:26][C:25]3[C:20](=[CH:21][CH:22]=[C:23]([C:28]4[CH:33]=[CH:32][C:31]([C:34]5[NH:35][C:36]([CH:39]6[CH2:43][CH2:42][CH2:41][N:40]6[C:44](=[O:54])[CH:45]([NH:49][C:50]([O:52][CH3:53])=[O:51])[CH:46]([CH3:48])[CH3:47])=[N:37][CH:38]=5)=[CH:30][CH:29]=4)[CH:24]=3)[CH:19]=2)=[CH:16][N:17]=1)=[O:7])([CH3:4])([CH3:3])[CH3:2].C([O:59]C(N1CCCC1C(O)=O)=O)(C)(C)C. (2) Given the product [CH:28]1([CH2:34][C@H:35]([N:39]2[CH2:47][C:46]3[C:41](=[CH:42][CH:43]=[CH:44][CH:45]=3)[C:40]2=[O:48])[C:36]([NH:49][C:50]2[NH:51][CH:52]=[CH:53][N:54]=2)=[O:37])[CH2:29][CH2:30][CH2:31][CH2:32][CH2:33]1, predict the reactants needed to synthesize it. The reactants are: F[P-](F)(F)(F)(F)F.N1(O[P+](N(C)C)(N(C)C)N(C)C)C2C=CC=CC=2N=N1.[CH:28]1([CH2:34][C@H:35]([N:39]2[CH2:47][C:46]3[C:41](=[CH:42][CH:43]=[CH:44][CH:45]=3)[C:40]2=[O:48])[C:36](O)=[O:37])[CH2:33][CH2:32][CH2:31][CH2:30][CH2:29]1.[NH2:49][C:50]1[NH:51][CH:52]=[CH:53][N:54]=1.C1(C[C@H](N2CC3C(=CC=CC=3)C2=O)C(NC2SC=CN=2)=O)CCCCC1. (3) Given the product [CH2:9]1[C:10]2[C:15](=[CH:14][CH:13]=[CH:12][CH:11]=2)[CH2:16][CH2:17][CH:8]1[NH:7][C:5](=[S:6])[NH:4][CH2:3][CH2:2][O:1][C:26](=[O:27])[C:28]([O:31][C:32](=[O:34])[CH3:33])([CH3:30])[CH3:29], predict the reactants needed to synthesize it. The reactants are: [OH:1][CH2:2][CH2:3][NH:4][C:5]([NH:7][CH:8]1[CH2:17][CH2:16][C:15]2[C:10](=[CH:11][CH:12]=[CH:13][CH:14]=2)[CH2:9]1)=[S:6].C(N(CC)CC)C.Cl[C:26]([C:28]([O:31][C:32](=[O:34])[CH3:33])([CH3:30])[CH3:29])=[O:27]. (4) Given the product [C:13]1([CH2:12][O:19][C:20]2[CH:21]=[C:22]([CH:23]=[C:7]3[S:1][C:2](=[S:3])[N:4]([CH2:8][C:9]([OH:11])=[O:10])[C:5]3=[O:6])[CH:25]=[CH:26][C:27]=2[O:28][CH2:29][C:30]2[CH:35]=[CH:34][CH:33]=[CH:32][CH:31]=2)[CH:14]=[CH:15][CH:16]=[CH:17][CH:18]=1, predict the reactants needed to synthesize it. The reactants are: [S:1]1[CH2:7][C:5](=[O:6])[N:4]([CH2:8][C:9]([OH:11])=[O:10])[C:2]1=[S:3].[CH2:12]([O:19][C:20]1[CH:21]=[C:22]([CH:25]=[CH:26][C:27]=1[O:28][CH2:29][C:30]1[CH:35]=[CH:34][CH:33]=[CH:32][CH:31]=1)[CH:23]=O)[C:13]1[CH:18]=[CH:17][CH:16]=[CH:15][CH:14]=1.C([O-])(=O)C.[Na+]. (5) Given the product [CH3:41][O:42][C:51](=[O:52])[C:24]1[CH:23]=[CH:22][C:21]([C:19]([C:18]2[N:10]([C:7]3[CH:8]=[CH:9][C:4]([Cl:3])=[CH:5][CH:6]=3)[N:11]=[C:12]3[C:17]=2[CH:16]=[CH:15][CH:14]=[CH:13]3)([CH:32]2[CH2:31][CH2:30][CH2:35][CH2:34][CH2:33]2)[O:20][CH3:44])=[CH:26][CH:25]=1, predict the reactants needed to synthesize it. The reactants are: [H-].[Na+].[Cl:3][C:4]1[CH:9]=[CH:8][C:7]([N:10]2[C:18]([CH:19]([CH:21]3[CH2:26][CH2:25][CH2:24][CH2:23][CH2:22]3)[OH:20])=[C:17]3[C:12]([CH:13]=[CH:14][CH:15]=[CH:16]3)=[N:11]2)=[CH:6][CH:5]=1.COC(=O)[C:30]1[CH:35]=[CH:34][C:33](CCl)=[CH:32][CH:31]=1.C1C[O:42][CH2:41]C1.[CH3:44]S(C)=O.CN([CH:51]=[O:52])C. (6) Given the product [CH3:24][O:23][C:22]1[CH:21]=[C:20]([CH:28]=[CH:27][C:25]=1[O:26][CH2:2][C:3]1[N:4]=[C:5]([C:9]2[CH:14]=[CH:13][CH:12]=[C:11]([N+:15]([O-:17])=[O:16])[CH:10]=2)[O:6][C:7]=1[CH3:8])[CH:19]=[O:18], predict the reactants needed to synthesize it. The reactants are: Cl[CH2:2][C:3]1[N:4]=[C:5]([C:9]2[CH:14]=[CH:13][CH:12]=[C:11]([N+:15]([O-:17])=[O:16])[CH:10]=2)[O:6][C:7]=1[CH3:8].[O:18]=[CH:19][C:20]1[CH:28]=[CH:27][C:25]([OH:26])=[C:22]([O:23][CH3:24])[CH:21]=1.C(=O)([O-])[O-].[K+].[K+].CN(C)C=O. (7) The reactants are: [C:1]([O:5][C:6]([NH:8][C@H:9]1[CH2:13][CH2:12][N:11]([C:14]2[CH:22]=[CH:21][C:17]([C:18](O)=[O:19])=[CH:16][CH:15]=2)[CH2:10]1)=[O:7])([CH3:4])([CH3:3])[CH3:2].F[P-](F)(F)(F)(F)F.N1(O[P+](N(C)C)(N(C)C)N(C)C)[C:34]2[CH:35]=[CH:36][CH:37]=[CH:38][C:33]=2N=N1.Br[C:51]1[CH:56]=[CH:55][C:54]([NH:57][C:58](=[O:64])[O:59][C:60]([CH3:63])([CH3:62])[CH3:61])=[C:53]([N+:65]([O-])=O)[CH:52]=1. Given the product [C:1]([O:5][C:6]([NH:8][C@H:9]1[CH2:13][CH2:12][N:11]([C:14]2[CH:15]=[CH:16][C:17]([C:18]([NH:65][C:53]3[CH:52]=[C:51]([C:33]4[CH:38]=[CH:37][CH:36]=[CH:35][CH:34]=4)[CH:56]=[CH:55][C:54]=3[NH:57][C:58](=[O:64])[O:59][C:60]([CH3:63])([CH3:62])[CH3:61])=[O:19])=[CH:21][CH:22]=2)[CH2:10]1)=[O:7])([CH3:2])([CH3:4])[CH3:3], predict the reactants needed to synthesize it. (8) The reactants are: [H-].[Na+].[C:3]([O:6][C@H:7]1[CH2:24][CH2:23][C@@:22]2([CH2:25][OH:26])[C:9](=[CH:10][CH2:11][C@@H:12]3[C@@H:21]2[CH2:20][CH2:19][C@@:17]2([CH3:18])[C@H:13]3[CH2:14][CH2:15][C@@H:16]2[O:27][C:28](=[O:30])[CH3:29])[CH2:8]1)(=[O:5])[CH3:4].I[CH3:32]. Given the product [C:3]([O:6][C@H:7]1[CH2:24][CH2:23][C@@:22]2([CH2:25][O:26][CH3:32])[C:9](=[CH:10][CH2:11][C@@H:12]3[C@@H:21]2[CH2:20][CH2:19][C@@:17]2([CH3:18])[C@H:13]3[CH2:14][CH2:15][C@@H:16]2[O:27][C:28](=[O:30])[CH3:29])[CH2:8]1)(=[O:5])[CH3:4], predict the reactants needed to synthesize it. (9) The reactants are: [CH2:1]1[C:10]2[C:5](=[CH:6][CH:7]=[CH:8][CH:9]=2)[CH2:4][CH2:3][O:2]1.[Mn]([O-])(=O)(=O)=[O:12].[K+]. Given the product [C:1]1(=[O:12])[C:10]2[C:5](=[CH:6][CH:7]=[CH:8][CH:9]=2)[CH2:4][CH2:3][O:2]1, predict the reactants needed to synthesize it. (10) Given the product [Br:1][C:2]1[CH:3]=[CH:4][C:5]([Cl:25])=[C:6]([C:8]2[C:17]3[C:12](=[CH:13][CH:14]=[CH:15][CH:16]=3)[C:11]([C@H:2]([CH3:3])[CH2:7][CH3:6])=[C:10]([C:28]([NH:27][CH3:26])=[O:29])[N:9]=2)[CH:7]=1, predict the reactants needed to synthesize it. The reactants are: [Br:1][C:2]1[CH:3]=[CH:4][C:5]([Cl:25])=[C:6]([C:8]2[C:17]3[C:12](=[CH:13][CH:14]=[CH:15][CH:16]=3)[CH:11]=[C:10](C(N[C@H](C)CC)=O)[N:9]=2)[CH:7]=1.[CH3:26][N:27](C)[CH:28]=[O:29].[H-].[Na+].CI.